This data is from Forward reaction prediction with 1.9M reactions from USPTO patents (1976-2016). The task is: Predict the product of the given reaction. (1) Given the reactants [C:1]([Si:5]([O:18][CH2:19][CH2:20][CH2:21][CH2:22][C:23]1[CH:28]=[CH:27][CH:26]=[C:25]([S:29][CH:30]2[CH2:34][CH2:33][CH2:32][CH2:31]2)[CH:24]=1)([C:12]1[CH:17]=[CH:16][CH:15]=[CH:14][CH:13]=1)[C:6]1[CH:11]=[CH:10][CH:9]=[CH:8][CH:7]=1)([CH3:4])([CH3:3])[CH3:2].C([OH:37])C, predict the reaction product. The product is: [C:1]([Si:5]([O:18][CH2:19][CH2:20][CH2:21][CH2:22][C:23]1[CH:28]=[CH:27][CH:26]=[C:25]([S:29]([CH:30]2[CH2:34][CH2:33][CH2:32][CH2:31]2)=[O:37])[CH:24]=1)([C:12]1[CH:17]=[CH:16][CH:15]=[CH:14][CH:13]=1)[C:6]1[CH:7]=[CH:8][CH:9]=[CH:10][CH:11]=1)([CH3:4])([CH3:2])[CH3:3]. (2) The product is: [NH2:1][CH2:4][CH2:5][O:6][C:7]1[CH:8]=[CH:9][C:10]([CH2:13][CH:14]([O:20][C:21]2[CH:22]=[CH:23][C:24]([CH:27]([CH3:28])[CH3:29])=[CH:25][CH:26]=2)[C:15]([O:17][CH2:18][CH3:19])=[O:16])=[CH:11][CH:12]=1. Given the reactants [N:1]([CH2:4][CH2:5][O:6][C:7]1[CH:12]=[CH:11][C:10]([CH2:13][CH:14]([O:20][C:21]2[CH:26]=[CH:25][C:24]([CH:27]([CH3:29])[CH3:28])=[CH:23][CH:22]=2)[C:15]([O:17][CH2:18][CH3:19])=[O:16])=[CH:9][CH:8]=1)=[N+]=[N-], predict the reaction product.